This data is from Forward reaction prediction with 1.9M reactions from USPTO patents (1976-2016). The task is: Predict the product of the given reaction. Given the reactants F[C:2]1[CH:7]=[CH:6][CH:5]=[CH:4][C:3]=1[N+:8]([O-:10])=[O:9].[CH3:11][N:12]1[CH2:17][CH2:16][N:15]([CH2:18][CH2:19][CH2:20][NH2:21])[CH2:14][CH2:13]1.C(N(C(C)C)CC)(C)C, predict the reaction product. The product is: [CH3:11][N:12]1[CH2:17][CH2:16][N:15]([CH2:18][CH2:19][CH2:20][NH:21][C:6]2[CH:5]=[CH:4][C:3]([N+:8]([O-:10])=[O:9])=[CH:2][CH:7]=2)[CH2:14][CH2:13]1.